From a dataset of Catalyst prediction with 721,799 reactions and 888 catalyst types from USPTO. Predict which catalyst facilitates the given reaction. (1) Reactant: [F:1][C:2]1[C:7]([F:8])=[CH:6][CH:5]=[CH:4][C:3]=1[C:9]1[CH:17]=[CH:16][CH:15]=[C:14]2[C:10]=1[CH:11]=[CH:12][NH:13]2.C([OH:22])(C)(C)C.C(O)(=O)C.[Br-].[Br-].[Br-].[NH+]1C=CC=CC=1.[NH+]1C=CC=CC=1.[NH+]1C=CC=CC=1. Product: [F:1][C:2]1[C:7]([F:8])=[CH:6][CH:5]=[CH:4][C:3]=1[C:9]1[CH:17]=[CH:16][CH:15]=[C:14]2[C:10]=1[CH2:11][C:12](=[O:22])[NH:13]2. The catalyst class is: 490. (2) Reactant: CS(O)(=O)=O.[NH2:6][CH2:7][C:8]1[CH:9]=[C:10]2[C:14](=[CH:15][CH:16]=1)[C:13](=[O:17])[N:12]([CH:18]1[CH2:23][CH2:22][C:21](=[O:24])[NH:20][C:19]1=[O:25])[CH2:11]2.C1N=CN([C:31](N2C=NC=C2)=[O:32])C=1.[NH:38]1[CH:42]=[CH:41][N:40]=[C:39]1[C:43]1[CH:48]=[CH:47][C:46]([NH2:49])=[CH:45][CH:44]=1.O. Product: [O:25]=[C:19]1[CH:18]([N:12]2[CH2:11][C:10]3[C:14](=[CH:15][CH:16]=[C:8]([CH2:7][NH:6][C:31]([NH:49][C:46]4[CH:47]=[CH:48][C:43]([C:39]5[NH:38][CH:42]=[CH:41][N:40]=5)=[CH:44][CH:45]=4)=[O:32])[CH:9]=3)[C:13]2=[O:17])[CH2:23][CH2:22][C:21](=[O:24])[NH:20]1. The catalyst class is: 39.